Predict which catalyst facilitates the given reaction. From a dataset of Catalyst prediction with 721,799 reactions and 888 catalyst types from USPTO. Reactant: [NH2:1][C:2]1[CH:31]=[CH:30][C:5]([CH2:6][C:7]2[NH:15][C:14]3[C:13](=[O:16])[N:12]([CH2:17][C:18]4[CH:23]=[CH:22][CH:21]=[CH:20][C:19]=4[F:24])[C:11](=[O:25])[N:10]([CH2:26][CH2:27][CH2:28][CH3:29])[C:9]=3[N:8]=2)=[CH:4][CH:3]=1.[Cl:32][C:33]1[N:37]([CH3:38])[N:36]=[C:35]([CH3:39])[C:34]=1[S:40](Cl)(=[O:42])=[O:41]. Product: [CH2:26]([N:10]1[C:9]2[N:8]=[C:7]([CH2:6][C:5]3[CH:4]=[CH:3][C:2]([NH:1][S:40]([C:34]4[C:35]([CH3:39])=[N:36][N:37]([CH3:38])[C:33]=4[Cl:32])(=[O:41])=[O:42])=[CH:31][CH:30]=3)[NH:15][C:14]=2[C:13](=[O:16])[N:12]([CH2:17][C:18]2[CH:23]=[CH:22][CH:21]=[CH:20][C:19]=2[F:24])[C:11]1=[O:25])[CH2:27][CH2:28][CH3:29]. The catalyst class is: 17.